Dataset: Catalyst prediction with 721,799 reactions and 888 catalyst types from USPTO. Task: Predict which catalyst facilitates the given reaction. (1) Reactant: [H-].[Al+3].[Li+].[H-].[H-].[H-].[C:7]([C:9]([C:37]1[CH:42]=[CH:41][CH:40]=[CH:39][CH:38]=1)([CH:34]([CH3:36])[CH3:35])[CH2:10][CH2:11][CH2:12][N:13]1[CH2:18][CH2:17][N:16]([CH2:19][CH2:20][O:21][C:22]2[CH:27]=[CH:26][C:25]([F:28])=[CH:24][CH:23]=2)[CH:15]([C:29](OCC)=[O:30])[CH2:14]1)#[N:8].[OH-].[Na+].S([O-])([O-])(=O)=O.[Mg+2]. Product: [C:7]([C:9]([C:37]1[CH:42]=[CH:41][CH:40]=[CH:39][CH:38]=1)([CH:34]([CH3:35])[CH3:36])[CH2:10][CH2:11][CH2:12][N:13]1[CH2:18][CH2:17][N:16]([CH2:19][CH2:20][O:21][C:22]2[CH:23]=[CH:24][C:25]([F:28])=[CH:26][CH:27]=2)[CH:15]([CH2:29][OH:30])[CH2:14]1)#[N:8]. The catalyst class is: 581. (2) Reactant: [Cl:1][C:2]1[CH:7]=[C:6]([Cl:8])[CH:5]=[CH:4][C:3]=1[C:9]1[CH:10]=[C:11]([C:14]([NH:16][NH2:17])=[O:15])[NH:12][N:13]=1.[OH:18][C:19]1[CH:26]=[C:25]([OH:27])[CH:24]=[CH:23][C:20]=1[CH:21]=O. Product: [OH:18][C:19]1[CH:26]=[C:25]([OH:27])[CH:24]=[CH:23][C:20]=1[CH:21]=[N:17][NH:16][C:14]([C:11]1[NH:12][N:13]=[C:9]([C:3]2[CH:4]=[CH:5][C:6]([Cl:8])=[CH:7][C:2]=2[Cl:1])[CH:10]=1)=[O:15]. The catalyst class is: 8. (3) Reactant: Br[C:2]1(Br)[CH2:4][C:3]1(Br)[CH2:5][O:6][CH2:7][CH2:8][CH2:9][CH2:10][CH2:11][CH3:12].C[Li]. Product: [CH2:7]([O:6][CH2:5][C:3]1[CH2:4][CH:2]=1)[CH2:8][CH2:9][CH2:10][CH2:11][CH3:12]. The catalyst class is: 28. (4) Reactant: [NH:1]([CH:3]1[CH2:8][CH2:7][N:6]([C:9]([O:11][C:12]([CH3:15])([CH3:14])[CH3:13])=[O:10])[CH2:5][CH2:4]1)[NH2:2].[C:16]1([CH:22]([CH:25]=O)[CH:23]=O)[CH:21]=[CH:20][CH:19]=[CH:18][CH:17]=1. Product: [C:16]1([C:22]2[CH:23]=[N:2][N:1]([CH:3]3[CH2:4][CH2:5][N:6]([C:9]([O:11][C:12]([CH3:15])([CH3:14])[CH3:13])=[O:10])[CH2:7][CH2:8]3)[CH:25]=2)[CH:21]=[CH:20][CH:19]=[CH:18][CH:17]=1. The catalyst class is: 8. (5) Reactant: [F:1][C:2]1[CH:7]=[CH:6][C:5]([CH:8]([C:13]2[CH:14]=[N:15][C:16]([N:19]3[CH2:24][CH2:23][N:22]([C:25]([O:27][C:28]([CH3:31])([CH3:30])[CH3:29])=[O:26])[CH2:21][CH2:20]3)=[N:17][CH:18]=2)[C:9]([O:11][CH3:12])=[O:10])=[CH:4][CH:3]=1.[Li+].[CH3:33]C([N-]C(C)C)C.CI. Product: [F:1][C:2]1[CH:7]=[CH:6][C:5]([C:8]([C:13]2[CH:14]=[N:15][C:16]([N:19]3[CH2:24][CH2:23][N:22]([C:25]([O:27][C:28]([CH3:31])([CH3:30])[CH3:29])=[O:26])[CH2:21][CH2:20]3)=[N:17][CH:18]=2)([CH3:33])[C:9]([O:11][CH3:12])=[O:10])=[CH:4][CH:3]=1. The catalyst class is: 1. (6) Reactant: [C:1]1(S([O-])(=O)=O)[C:10]2[C:5](=[CH:6][CH:7]=[CH:8][CH:9]=2)[CH:4]=[CH:3][CH:2]=1.[Na+].C=O.[Cl-].[K+].CC(C1CC[C@H]2C(=CC[C@H]3[C@@](C(O)=O)(C)CCC[C@@]32C)C=1)C.P([O-])([O-])([O-])=O.[K+].[K+].[K+].[OH-].[K+].[CH2:52](N(CC(O)=O)CC(O)=O)[CH2:53][N:54](CC(O)=O)[CH2:55][C:56](O)=O.S([O-])[O-].C=O.[Na+].[Na+].C=CC1C=CC=CC=1.N1(CCC=CC2C=CC=CC=2)CCCC1.C(NO)(C)C. Product: [CH2:7]=[CH:6][C:5]1[CH:10]=[CH:1][CH:2]=[CH:3][CH:4]=1.[CH2:10]=[CH:1][CH:2]=[CH2:3].[N:54]1([CH2:6][CH2:7][CH:8]=[CH:9][C:10]2[CH:1]=[CH:2][CH:3]=[CH:4][CH:5]=2)[CH2:55][CH2:56][CH2:52][CH2:53]1. The catalyst class is: 6. (7) Reactant: [NH2:1][C@H:2]1[CH2:6][CH2:5][N:4]([C@H:7]([C:12]([N:14]2[CH2:19][CH2:18][O:17][CH2:16][CH2:15]2)=[O:13])[C@@H:8]([CH3:11])[CH2:9][CH3:10])[C:3]1=[O:20].CCN(C(C)C)C(C)C.[Cl:30][C:31]1[CH:36]=[CH:35][C:34]([C:37]2([CH2:42][S:43](Cl)(=[O:45])=[O:44])[O:41][CH2:40][CH2:39][O:38]2)=[CH:33][CH:32]=1. Product: [Cl:30][C:31]1[CH:36]=[CH:35][C:34]([C:37]2([CH2:42][S:43]([NH:1][C@H:2]3[CH2:6][CH2:5][N:4]([C@H:7]([C:12]([N:14]4[CH2:15][CH2:16][O:17][CH2:18][CH2:19]4)=[O:13])[C@@H:8]([CH3:11])[CH2:9][CH3:10])[C:3]3=[O:20])(=[O:44])=[O:45])[O:41][CH2:40][CH2:39][O:38]2)=[CH:33][CH:32]=1. The catalyst class is: 840. (8) Reactant: [Cl:1][C:2]1[C:7]([O:8][CH3:9])=[CH:6][C:5]([O:10][CH3:11])=[C:4]([Cl:12])[C:3]=1[C:13]1[C:24](=[O:25])[N:23]([CH2:26][CH2:27][N:28]([CH2:42][CH3:43])[CH:29]2[CH2:34][CH2:33][N:32](C(OC(C)(C)C)=O)[CH2:31][CH2:30]2)[C:16]2[N:17]=[C:18]([NH:21][CH3:22])[N:19]=[CH:20][C:15]=2[CH:14]=1.C(O)(C(F)(F)F)=O.C([O-])(O)=O.[Na+]. Product: [Cl:12][C:4]1[C:5]([O:10][CH3:11])=[CH:6][C:7]([O:8][CH3:9])=[C:2]([Cl:1])[C:3]=1[C:13]1[C:24](=[O:25])[N:23]([CH2:26][CH2:27][N:28]([CH2:42][CH3:43])[CH:29]2[CH2:30][CH2:31][NH:32][CH2:33][CH2:34]2)[C:16]2[N:17]=[C:18]([NH:21][CH3:22])[N:19]=[CH:20][C:15]=2[CH:14]=1. The catalyst class is: 2. (9) Reactant: [C:1]([NH:9][C:10]1[CH:19]=[CH:18][C:13]([C:14]([O:16]C)=[O:15])=[CH:12][CH:11]=1)(=[O:8])[C:2]1[CH:7]=[CH:6][CH:5]=[CH:4][CH:3]=1.O[Li].O.Cl. Product: [C:1]([NH:9][C:10]1[CH:11]=[CH:12][C:13]([C:14]([OH:16])=[O:15])=[CH:18][CH:19]=1)(=[O:8])[C:2]1[CH:3]=[CH:4][CH:5]=[CH:6][CH:7]=1. The catalyst class is: 87.